From a dataset of Full USPTO retrosynthesis dataset with 1.9M reactions from patents (1976-2016). Predict the reactants needed to synthesize the given product. (1) Given the product [Cl:7][C:8]1[NH:12][C:11]2[CH:13]=[CH:14][C:15]([S:17]([N:1]3[CH2:6][CH2:5][O:4][CH2:3][CH2:2]3)(=[O:19])=[O:18])=[CH:16][C:10]=2[N:9]=1, predict the reactants needed to synthesize it. The reactants are: [NH:1]1[CH2:6][CH2:5][O:4][CH2:3][CH2:2]1.[Cl:7][C:8]1[NH:12][C:11]2[CH:13]=[CH:14][C:15]([S:17](Cl)(=[O:19])=[O:18])=[CH:16][C:10]=2[N:9]=1.C(=O)([O-])[O-].[K+].[K+]. (2) Given the product [Br:8][C:9]1[CH:10]=[C:11]([CH:22]=[C:23]([Cl:25])[CH:24]=1)[O:12][C:13]1[C:14]([NH:20][NH:21][C:38](=[O:39])[CH2:37][C:30]2[C:31]3[C:32](=[N:33][CH:34]=[CH:35][CH:36]=3)[NH:28][N:29]=2)=[N:15][CH:16]=[CH:17][C:18]=1[CH3:19], predict the reactants needed to synthesize it. The reactants are: FC(F)(F)C(O)=O.[Br:8][C:9]1[CH:10]=[C:11]([CH:22]=[C:23]([Cl:25])[CH:24]=1)[O:12][C:13]1[C:14]([NH:20][NH2:21])=[N:15][CH:16]=[CH:17][C:18]=1[CH3:19].[Cl-].[NH4+].[NH:28]1[C:32]2=[N:33][CH:34]=[CH:35][CH:36]=[C:31]2[C:30]([CH2:37][C:38](O)=[O:39])=[N:29]1.C1C=NC2N(O)N=NC=2C=1.C(Cl)CCl. (3) Given the product [C:29]([C:32]1[CH:37]=[CH:36][CH:35]=[CH:34][C:33]=1[O:1][C@@H:2]([C:23]1[CH:24]=[CH:25][CH:26]=[CH:27][CH:28]=1)[CH2:3][CH2:4][N:5]1[CH2:10][CH2:9][CH:8]([C:11]2[CH:12]=[C:13]([NH:17][C:18](=[O:22])[CH:19]([CH3:21])[CH3:20])[CH:14]=[CH:15][CH:16]=2)[CH2:7][CH2:6]1)(=[O:31])[CH3:30], predict the reactants needed to synthesize it. The reactants are: [OH:1][C@H:2]([C:23]1[CH:28]=[CH:27][CH:26]=[CH:25][CH:24]=1)[CH2:3][CH2:4][N:5]1[CH2:10][CH2:9][CH:8]([C:11]2[CH:12]=[C:13]([NH:17][C:18](=[O:22])[CH:19]([CH3:21])[CH3:20])[CH:14]=[CH:15][CH:16]=2)[CH2:7][CH2:6]1.[C:29]([C:32]1[CH:37]=[CH:36][CH:35]=[CH:34][C:33]=1O)(=[O:31])[CH3:30].C1(P(C2C=CC=CC=2)C2C=CC=CC=2)C=CC=CC=1.N(C(OCC)=O)=NC(OCC)=O.N. (4) Given the product [Br:1][C:2]1[CH:7]=[CH:6][C:5]([C:8]2[O:12][N:11]=[C:10]([CH3:13])[C:9]=2[C:14]([NH:30][NH2:31])=[O:16])=[CH:4][CH:3]=1, predict the reactants needed to synthesize it. The reactants are: [Br:1][C:2]1[CH:7]=[CH:6][C:5]([C:8]2[O:12][N:11]=[C:10]([CH3:13])[C:9]=2[C:14]([OH:16])=O)=[CH:4][CH:3]=1.C(N1C=CN=C1)(N1C=CN=C1)=O.O.[NH2:30][NH2:31]. (5) Given the product [N+:11]([C:7]1[CH:6]=[C:5]([CH:10]=[CH:9][CH:8]=1)[CH2:4][C:3]1[C:14]([C:15]#[N:16])=[C:17]([NH2:18])[N:24]([C:20]([CH3:23])([CH3:22])[CH3:21])[N:25]=1)([O-:13])=[O:12], predict the reactants needed to synthesize it. The reactants are: CO[C:3](=[C:14]([C:17]#[N:18])[C:15]#[N:16])[CH2:4][C:5]1[CH:10]=[CH:9][CH:8]=[C:7]([N+:11]([O-:13])=[O:12])[CH:6]=1.Cl.[C:20]([NH:24][NH2:25])([CH3:23])([CH3:22])[CH3:21].C(N(CC)CC)C. (6) Given the product [F:59][C:60]([F:65])([F:64])[C:61]([OH:63])=[O:62].[NH2:42][C:43]1[NH:44][C:45]([C:49]([NH:15][CH2:16][C:17]2[CH:22]=[CH:21][C:20]([Br:23])=[C:19]([O:24][C:25]3[CH:26]=[C:27]([C:28]#[N:29])[CH:30]=[C:31]([Cl:33])[CH:32]=3)[C:18]=2[F:34])=[O:50])=[C:46]([Cl:48])[N:47]=1, predict the reactants needed to synthesize it. The reactants are: C(Cl)CCl.C1C=CC2N(O)N=NC=2C=1.[NH2:15][CH2:16][C:17]1[C:18]([F:34])=[C:19]([O:24][C:25]2[CH:26]=[C:27]([CH:30]=[C:31]([Cl:33])[CH:32]=2)[C:28]#[N:29])[C:20]([Br:23])=[CH:21][CH:22]=1.CC(OC([N:42](C(OC(C)(C)C)=O)[C:43]1[NH:44][C:45]([C:49](O)=[O:50])=[C:46]([Cl:48])[N:47]=1)=O)(C)C.[F:59][C:60]([F:65])([F:64])[C:61]([OH:63])=[O:62].